From a dataset of Reaction yield outcomes from USPTO patents with 853,638 reactions. Predict the reaction yield, written as a fraction of the theoretical maximum amount of product (1.0 means a 100% yield; for example, 0.34 means a 34% yield). (1) The reactants are ClC(Cl)(O[C:5](=[O:11])OC(Cl)(Cl)Cl)Cl.[CH2:13]([C:16]1([CH2:34][CH:35]=[CH2:36])[C:32](=[O:33])[N:19]2[CH2:20][CH2:21][NH:22][C@@H:23]([C:24]3[CH:29]=[CH:28][C:27]([F:30])=[CH:26][C:25]=3[CH3:31])[C@@H:18]2[CH2:17]1)[CH:14]=[CH2:15].[CH:37]([C:40]1[CH:41]=[C:42]([CH:50]([NH:52][CH3:53])[CH3:51])[CH:43]=[C:44]([C:46]([F:49])([F:48])[F:47])[CH:45]=1)([CH3:39])[CH3:38]. The catalyst is CCOC(C)=O.CN(C1C=CN=CC=1)C. The product is [CH2:34]([C:16]1([CH2:13][CH:14]=[CH2:15])[C:32](=[O:33])[N:19]2[CH2:20][CH2:21][N:22]([C:5]([N:52]([C@@H:50]([C:42]3[CH:43]=[C:44]([C:46]([F:47])([F:48])[F:49])[CH:45]=[C:40]([CH:37]([CH3:39])[CH3:38])[CH:41]=3)[CH3:51])[CH3:53])=[O:11])[C@@H:23]([C:24]3[CH:29]=[CH:28][C:27]([F:30])=[CH:26][C:25]=3[CH3:31])[C@@H:18]2[CH2:17]1)[CH:35]=[CH2:36]. The yield is 0.370. (2) The reactants are [CH2:1]([O:3][C:4](=[O:14])[C:5]1[CH:10]=[C:9]([Cl:11])[C:8]([OH:12])=[C:7]([Cl:13])[CH:6]=1)C.[Na+].[I-].C([O-])([O-])=O.[K+].[K+].Br[CH2:24][CH:25]1[CH2:27][CH2:26]1. The catalyst is CC(C)=O. The product is [CH3:1][O:3][C:4](=[O:14])[C:5]1[CH:10]=[C:9]([Cl:11])[C:8]([O:12][CH2:24][CH:25]2[CH2:27][CH2:26]2)=[C:7]([Cl:13])[CH:6]=1. The yield is 0.790.